This data is from Full USPTO retrosynthesis dataset with 1.9M reactions from patents (1976-2016). The task is: Predict the reactants needed to synthesize the given product. (1) Given the product [CH2:8]([O:7][C:3](=[O:10])[CH2:12][C:11]([C:14]1[S:18][C:17]2[CH:19]=[CH:20][CH:21]=[CH:22][C:16]=2[CH:15]=1)=[O:13])[CH3:9], predict the reactants needed to synthesize it. The reactants are: [H-].[Na+].[C:3](=[O:10])([O:7][CH2:8][CH3:9])OCC.[C:11]([C:14]1[S:18][C:17]2[CH:19]=[CH:20][CH:21]=[CH:22][C:16]=2[CH:15]=1)(=[O:13])[CH3:12].O. (2) Given the product [NH2:1][C:2]1[C:7]([C:8]#[N:9])=[C:6]([NH:10][C@H:11]([C:13]2[N:17]([CH3:18])[C:16]3[C:19]([C:25]4[CH:30]=[CH:29][CH:28]=[CH:27][CH:26]=4)=[C:20]([F:23])[CH:21]=[CH:22][C:15]=3[N:14]=2)[CH3:12])[N:5]=[CH:4][N:3]=1, predict the reactants needed to synthesize it. The reactants are: [NH2:1][C:2]1[C:7]([C:8]#[N:9])=[C:6]([NH:10][C@H:11]([C:13]2[N:17]([CH3:18])[C:16]3[C:19](Br)=[C:20]([F:23])[CH:21]=[CH:22][C:15]=3[N:14]=2)[CH3:12])[N:5]=[CH:4][N:3]=1.[C:25]1(B(O)O)[CH:30]=[CH:29][CH:28]=[CH:27][CH:26]=1.C(=O)([O-])[O-].[Cs+].[Cs+]. (3) Given the product [Cl:11][C:10]1[N:9]([C:12]2[CH:17]=[CH:16][CH:15]=[CH:14][CH:13]=2)[N:8]=[CH:7][C:6]=1[C:4]([OH:5])=[O:3], predict the reactants needed to synthesize it. The reactants are: C([O:3][C:4]([C:6]1[CH:7]=[N:8][N:9]([C:12]2[CH:17]=[CH:16][CH:15]=[CH:14][CH:13]=2)[C:10]=1[Cl:11])=[O:5])C.[OH-].[Li+].CO.Cl.